The task is: Predict the reactants needed to synthesize the given product.. This data is from Full USPTO retrosynthesis dataset with 1.9M reactions from patents (1976-2016). Given the product [CH3:3][O:4][C:5](=[O:13])[CH2:6][CH2:7][CH2:8][CH2:9][C:10]1([CH3:11])[O:23][CH2:22][CH2:21][O:12]1, predict the reactants needed to synthesize it. The reactants are: N#N.[CH3:3][O:4][C:5](=[O:13])[CH2:6][CH2:7][CH2:8][CH2:9][C:10](=[O:12])[CH3:11].COC(OC)OC.[CH2:21](O)[CH2:22][OH:23].